This data is from Full USPTO retrosynthesis dataset with 1.9M reactions from patents (1976-2016). The task is: Predict the reactants needed to synthesize the given product. (1) Given the product [F:27][C:28]1[CH:33]=[CH:32][C:31]([NH:2][C:3]2[CH:12]=[C:11]([CH2:13][S:14][C:15]3[CH:20]=[CH:19][CH:18]=[CH:17][CH:16]=3)[CH:10]=[CH:9][C:4]=2[C:5]([O:7][CH3:8])=[O:6])=[CH:30][CH:29]=1, predict the reactants needed to synthesize it. The reactants are: Cl.[NH2:2][C:3]1[CH:12]=[C:11]([CH2:13][S:14][C:15]2[CH:20]=[CH:19][CH:18]=[CH:17][CH:16]=2)[CH:10]=[CH:9][C:4]=1[C:5]([O:7][CH3:8])=[O:6].C(=O)([O-])[O-].[Cs+].[Cs+].[F:27][C:28]1[CH:33]=[CH:32][C:31](I)=[CH:30][CH:29]=1. (2) Given the product [NH2:12][C:13]1[N:17]([C:18]2[CH:27]=[CH:26][C:21]3[NH:22][C:23]([CH3:25])=[N:24][C:20]=3[CH:19]=2)[N:16]=[CH:15][C:14]=1[C:28]([C:30]1[N:31]([S:36]([C:39]2[CH:44]=[CH:43][C:42]([CH3:45])=[CH:41][CH:40]=2)(=[O:38])=[O:37])[CH:32]=[C:33]([C:46]2[CH:51]=[CH:50][CH:49]=[CH:48][CH:47]=2)[CH:34]=1)=[O:29], predict the reactants needed to synthesize it. The reactants are: O1CCOCC1.C(=O)(O)[O-].[Na+].[NH2:12][C:13]1[N:17]([C:18]2[CH:27]=[CH:26][C:21]3[NH:22][C:23]([CH3:25])=[N:24][C:20]=3[CH:19]=2)[N:16]=[CH:15][C:14]=1[C:28]([C:30]1[N:31]([S:36]([C:39]2[CH:44]=[CH:43][C:42]([CH3:45])=[CH:41][CH:40]=2)(=[O:38])=[O:37])[CH:32]=[C:33](Br)[CH:34]=1)=[O:29].[C:46]1(B(O)O)[CH:51]=[CH:50][CH:49]=[CH:48][CH:47]=1. (3) Given the product [Br:11][C:12]1[CH2:18][CH2:17][CH2:16][C:15]2[CH:19]=[C:20]([O:23][CH3:24])[CH:21]=[CH:22][C:14]=2[C:13]=1[O:25][C:27](=[O:28])[CH3:26], predict the reactants needed to synthesize it. The reactants are: [Li+].C[Si]([N-][Si](C)(C)C)(C)C.[Br:11][CH:12]1[CH2:18][CH2:17][CH2:16][C:15]2[CH:19]=[C:20]([O:23][CH3:24])[CH:21]=[CH:22][C:14]=2[C:13]1=[O:25].[CH3:26][C:27](OC(C)=O)=[O:28]. (4) Given the product [CH:1]1([C:4]2[CH:27]=[CH:26][C:7]([C:8]([N:10]([C@@H:12]3[CH2:17][CH2:16][N:15]([C:38]([CH:35]4[CH2:36][CH2:37][N:32]([S:29]([CH3:28])(=[O:31])=[O:30])[CH2:33][CH2:34]4)=[O:39])[CH2:14][C@H:13]3[C:18]3[CH:23]=[CH:22][C:21]([Cl:24])=[C:20]([Cl:25])[CH:19]=3)[CH3:11])=[O:9])=[CH:6][CH:5]=2)[CH2:3][CH2:2]1, predict the reactants needed to synthesize it. The reactants are: [CH:1]1([C:4]2[CH:27]=[CH:26][C:7]([C:8]([N:10]([C@@H:12]3[CH2:17][CH2:16][NH:15][CH2:14][C@H:13]3[C:18]3[CH:23]=[CH:22][C:21]([Cl:24])=[C:20]([Cl:25])[CH:19]=3)[CH3:11])=[O:9])=[CH:6][CH:5]=2)[CH2:3][CH2:2]1.[CH3:28][S:29]([N:32]1[CH2:37][CH2:36][CH:35]([C:38](O)=[O:39])[CH2:34][CH2:33]1)(=[O:31])=[O:30]. (5) Given the product [CH3:27][O:28][N:29]=[C:2]1[C:11]2[C:6](=[CH:7][CH:8]=[CH:9][CH:10]=2)[O:5][C@@H:4]([C:12]2[CH:21]=[CH:20][C:15]([C:16]([O:18][CH3:19])=[O:17])=[CH:14][CH:13]=2)[CH2:3]1, predict the reactants needed to synthesize it. The reactants are: O=[C:2]1[C:11]2[C:6](=[CH:7][CH:8]=[CH:9][CH:10]=2)[O:5][C@@H:4]([C:12]2[CH:21]=[CH:20][C:15]([C:16]([O:18][CH3:19])=[O:17])=[CH:14][CH:13]=2)[CH2:3]1.C([O-])(=O)C.[Na+].[CH3:27][O:28][NH2:29].Cl. (6) Given the product [Cl:1][C:2]1[C:7]([NH:8][CH2:9][C:10]2[CH:15]=[C:14]([C:16]3[CH:21]=[CH:20][CH:19]=[C:18]([F:22])[CH:17]=3)[CH:13]=[CH:12][C:11]=2[F:23])=[C:6]([Cl:24])[CH:5]=[CH:4][C:3]=1[O:25][CH2:33][C:34]([O:36][CH2:37][CH3:38])=[O:35], predict the reactants needed to synthesize it. The reactants are: [Cl:1][C:2]1[C:7]([NH:8][CH2:9][C:10]2[CH:15]=[C:14]([C:16]3[CH:21]=[CH:20][CH:19]=[C:18]([F:22])[CH:17]=3)[CH:13]=[CH:12][C:11]=2[F:23])=[C:6]([Cl:24])[CH:5]=[CH:4][C:3]=1[OH:25].C([O-])([O-])=O.[K+].[K+].Br[CH2:33][C:34]([O:36][CH2:37][CH3:38])=[O:35]. (7) The reactants are: Br[C:2]1[CH:22]=[CH:21][C:5]([CH2:6][S:7]([NH:10][C:11]2[CH:19]=[CH:18][C:14]([C:15]([OH:17])=[O:16])=[C:13]([OH:20])[CH:12]=2)(=[O:9])=[O:8])=[CH:4][CH:3]=1.[O:23]1[C:27]2[CH:28]=[CH:29][C:30](B(O)O)=[CH:31][C:26]=2[CH2:25][CH2:24]1.CCN(C(C)C)C(C)C.C(Cl)Cl. Given the product [O:23]1[C:27]2[CH:28]=[CH:29][C:30]([C:2]3[CH:22]=[CH:21][C:5]([CH2:6][S:7]([NH:10][C:11]4[CH:19]=[CH:18][C:14]([C:15]([OH:17])=[O:16])=[C:13]([OH:20])[CH:12]=4)(=[O:9])=[O:8])=[CH:4][CH:3]=3)=[CH:31][C:26]=2[CH2:25][CH2:24]1, predict the reactants needed to synthesize it. (8) Given the product [CH2:38]([N:45]1[C:53]2[C:48](=[CH:49][C:50]([C:54]3[S:55][C:56]4[C:62]([C:63]5[CH:68]=[CH:67][C:66]([Cl:69])=[CH:65][CH:64]=5)=[C:61]([C@H:70]([O:76][C:77]([CH3:78])([CH3:79])[CH3:80])[C:71]([OH:73])=[O:72])[C:60]([CH3:81])=[CH:59][C:57]=4[N:58]=3)=[CH:51][CH:52]=2)[C:47]([CH3:82])=[N:46]1)[C:39]1[CH:44]=[CH:43][CH:42]=[CH:41][CH:40]=1, predict the reactants needed to synthesize it. The reactants are: C(O[C@@H](C1C(C)=CC2N=C(C3C=C4C(C(C)=NN4C)=CC=3)SC=2C=1C1C=CC(Cl)=CC=1)C(O)=O)(C)(C)C.[CH2:38]([N:45]1[C:53]2[C:48](=[CH:49][C:50]([C:54]3[S:55][C:56]4[C:62]([C:63]5[CH:68]=[CH:67][C:66]([Cl:69])=[CH:65][CH:64]=5)=[C:61]([C@H:70]([O:76][C:77]([CH3:80])([CH3:79])[CH3:78])[C:71]([O:73]CC)=[O:72])[C:60]([CH3:81])=[CH:59][C:57]=4[N:58]=3)=[CH:51][CH:52]=2)[C:47]([CH3:82])=[N:46]1)[C:39]1[CH:44]=[CH:43][CH:42]=[CH:41][CH:40]=1. (9) Given the product [CH3:2][N:32]1[C:31]2[CH2:30][CH2:29][NH:28][C:27](=[O:33])[C:26]=2[CH:25]=[C:24]1[C:22]1[CH:21]=[CH:20][N:19]=[C:18]([C:10]2[CH:9]=[N:8][C:17]3[C:12]([CH:11]=2)=[CH:13][CH:14]=[CH:15][CH:16]=3)[CH:23]=1, predict the reactants needed to synthesize it. The reactants are: F[C:2](F)(F)C(O)=O.[N:8]1[C:17]2[C:12](=[CH:13][CH:14]=[CH:15][CH:16]=2)[CH:11]=[C:10]([C:18]2[CH:23]=[C:22]([C:24]3[NH:32][C:31]4[CH2:30][CH2:29][NH:28][C:27](=[O:33])[C:26]=4[CH:25]=3)[CH:21]=[CH:20][N:19]=2)[CH:9]=1.[H-].[Na+].CI.